From a dataset of Forward reaction prediction with 1.9M reactions from USPTO patents (1976-2016). Predict the product of the given reaction. (1) Given the reactants C(Cl)(=O)C(Cl)=O.CS(C)=O.[OH:11][C@@H:12]1[CH2:17][CH2:16][CH2:15][N:14]2[C:18](=[O:31])[N:19]([C:21]3[CH:28]=[CH:27][C:24]([C:25]#[N:26])=[C:23]([Cl:29])[C:22]=3[CH3:30])[CH2:20][C@H:13]12.C(N(CC)CC)C, predict the reaction product. The product is: [O:31]=[C:18]1[N:14]2[CH2:15][CH2:16][CH2:17][C:12](=[O:11])[C@H:13]2[CH2:20][N:19]1[C:21]1[CH:28]=[CH:27][C:24]([C:25]#[N:26])=[C:23]([Cl:29])[C:22]=1[CH3:30]. (2) Given the reactants [CH:1]1([NH:4][C:5](=[O:37])[C@@H:6]([OH:36])[C@@H:7]([NH:10][C:11]([C@@H:13]2[CH2:17][C@@H:16]([S:18]([C:21]3[CH:26]=[CH:25][C:24]([CH3:27])=[CH:23][C:22]=3[CH3:28])(=[O:20])=[O:19])[CH2:15][N:14]2[C:29]([O:31][C:32]([CH3:35])([CH3:34])[CH3:33])=[O:30])=[O:12])[CH2:8][CH3:9])[CH2:3][CH2:2]1.CC(OI1(OC(C)=O)(OC(C)=O)OC(=O)C2C=CC=CC1=2)=O, predict the reaction product. The product is: [CH:1]1([NH:4][C:5](=[O:37])[C:6](=[O:36])[C@@H:7]([NH:10][C:11]([C@@H:13]2[CH2:17][C@@H:16]([S:18]([C:21]3[CH:26]=[CH:25][C:24]([CH3:27])=[CH:23][C:22]=3[CH3:28])(=[O:19])=[O:20])[CH2:15][N:14]2[C:29]([O:31][C:32]([CH3:34])([CH3:33])[CH3:35])=[O:30])=[O:12])[CH2:8][CH3:9])[CH2:3][CH2:2]1. (3) Given the reactants [O-:1][S:2]([C:5]([F:8])([F:7])[F:6])(=[O:4])=[O:3].[Br:9][C:10]1[CH:11]=[C:12]2[C:17](=[CH:18][CH:19]=1)[N+:16]([CH3:20])=[C:15]([CH3:21])[CH:14]=[CH:13]2.[CH3:22][C:23]1[N:24]([C:31]2[CH:36]=[CH:35][CH:34]=[CH:33][CH:32]=2)[C:25]([CH3:30])=[CH:26][C:27]=1[CH:28]=O, predict the reaction product. The product is: [O-:4][S:2]([C:5]([F:8])([F:7])[F:6])(=[O:3])=[O:1].[Br:9][C:10]1[CH:11]=[C:12]2[C:17](=[CH:18][CH:19]=1)[N+:16]([CH3:20])=[C:15](/[CH:21]=[CH:28]/[C:27]1[CH:26]=[C:25]([CH3:30])[N:24]([C:31]3[CH:36]=[CH:35][CH:34]=[CH:33][CH:32]=3)[C:23]=1[CH3:22])[CH:14]=[CH:13]2. (4) The product is: [CH:1]1([N:6]2[CH:14]=[C:13]3[C:8]([N:9]=[C:10]([C:16]([F:25])([F:24])[C:17]4[CH:22]=[CH:21][C:20]([F:23])=[CH:19][N:18]=4)[N:11]=[C:12]3[NH:46][C:43]3[CH:42]=[C:41]([CH3:40])[NH:45][N:44]=3)=[N:7]2)[CH2:5][CH2:4][CH2:3][CH2:2]1. Given the reactants [CH:1]1([N:6]2[CH:14]=[C:13]3[C:8]([N:9]=[C:10]([C:16]([F:25])([F:24])[C:17]4[CH:22]=[CH:21][C:20]([F:23])=[CH:19][N:18]=4)[N:11]=[C:12]3O)=[N:7]2)[CH2:5][CH2:4][CH2:3][CH2:2]1.P(Br)(Br)(Br)=O.CCN(C(C)C)C(C)C.[CH3:40][C:41]1[NH:45][N:44]=[C:43]([NH2:46])[CH:42]=1, predict the reaction product. (5) Given the reactants [Li+].[OH-].[O:3]1[CH2:8][CH2:7][O:6][C:5]2[CH:9]=[C:10]([C:13]([NH:15][C@@H:16]3[CH2:21][CH2:20][N:19]([C:22]([O:24][C:25]([CH3:28])([CH3:27])[CH3:26])=[O:23])[C@@H:18]([C:29]([O:31]C)=[O:30])[CH2:17]3)=[O:14])[CH:11]=[CH:12][C:4]1=2.Cl, predict the reaction product. The product is: [C:25]([O:24][C:22]([N:19]1[CH2:20][CH2:21][C@@H:16]([NH:15][C:13]([C:10]2[CH:11]=[CH:12][C:4]3[O:3][CH2:8][CH2:7][O:6][C:5]=3[CH:9]=2)=[O:14])[CH2:17][C@@H:18]1[C:29]([OH:31])=[O:30])=[O:23])([CH3:28])([CH3:26])[CH3:27]. (6) Given the reactants [F:1][C:2]1[CH:7]=[CH:6][C:5]([C:8]2[NH:12][N:11]=[CH:10][C:9]=2[C:13]2[S:14][CH:15]=[C:16]([CH2:18][C:19]([O:21]CC)=[O:20])[N:17]=2)=[CH:4][CH:3]=1.[OH-].[Na+], predict the reaction product. The product is: [F:1][C:2]1[CH:7]=[CH:6][C:5]([C:8]2[NH:12][N:11]=[CH:10][C:9]=2[C:13]2[S:14][CH:15]=[C:16]([CH2:18][C:19]([OH:21])=[O:20])[N:17]=2)=[CH:4][CH:3]=1.